From a dataset of Catalyst prediction with 721,799 reactions and 888 catalyst types from USPTO. Predict which catalyst facilitates the given reaction. Reactant: [F:1][C:2]1[CH:3]=[C:4]([CH:9]=[C:10]([C:18](=O)[CH2:19][O:20][CH3:21])[C:11]([O:13][CH2:14][CH2:15][C:16]#[N:17])=[O:12])[CH:5]=[CH:6][C:7]=1[F:8].S(O)(O)(=O)=O.[CH3:28][O:29][C:30](=[NH:32])[NH2:31].[CH3:28][O:29][C:30](=[NH:32])[NH2:31].CN(C1C=CC=CN=1)C. Product: [C:16]([CH2:15][CH2:14][O:13][C:11]([C:10]1[CH:9]([C:4]2[CH:5]=[CH:6][C:7]([F:8])=[C:2]([F:1])[CH:3]=2)[NH:32][C:30]([O:29][CH3:28])=[N:31][C:18]=1[CH2:19][O:20][CH3:21])=[O:12])#[N:17]. The catalyst class is: 8.